Dataset: Full USPTO retrosynthesis dataset with 1.9M reactions from patents (1976-2016). Task: Predict the reactants needed to synthesize the given product. (1) The reactants are: [Cl:1][C:2]1[CH:3]=[C:4]([NH:9][N:10]=[C:11]([C:14]#[N:15])[C:12]#[N:13])[CH:5]=[CH:6][C:7]=1[Cl:8].ClC1C=C(C=CC=1Cl)N.C(#N)CC#N.O.[NH2:31][NH2:32]. Given the product [NH2:15][C:14]1[C:11](=[N:10][NH:9][C:4]2[CH:5]=[CH:6][C:7]([Cl:8])=[C:2]([Cl:1])[CH:3]=2)[C:12]([NH2:13])=[N:32][N:31]=1, predict the reactants needed to synthesize it. (2) Given the product [Si:12]([O:5][CH2:4]/[CH:3]=[CH:2]/[CH2:1][OH:6])([C:15]([CH3:18])([CH3:17])[CH3:16])([CH3:14])[CH3:13], predict the reactants needed to synthesize it. The reactants are: [CH2:1]([OH:6])/[CH:2]=[CH:3]/[CH2:4][OH:5].N1C=CN=C1.[Si:12](Cl)([C:15]([CH3:18])([CH3:17])[CH3:16])([CH3:14])[CH3:13].O. (3) Given the product [C:1]([O:5][C:6]([N:8]1[CH2:13][CH:12]=[C:11]([C:30]2[CH:35]=[CH:34][C:33]([N+:36]([O-:38])=[O:37])=[C:32]([CH3:39])[CH:31]=2)[CH2:10][CH2:9]1)=[O:7])([CH3:4])([CH3:3])[CH3:2], predict the reactants needed to synthesize it. The reactants are: [C:1]([O:5][C:6]([N:8]1[CH2:13][CH:12]=[C:11](OS(C(F)(F)F)(=O)=O)[CH2:10][CH2:9]1)=[O:7])([CH3:4])([CH3:3])[CH3:2].CC1(C)C(C)(C)CB([C:30]2[CH:35]=[CH:34][C:33]([N+:36]([O-:38])=[O:37])=[C:32]([CH3:39])[CH:31]=2)C1.[Li+].[Cl-].C([O-])([O-])=O.[Na+].[Na+]. (4) Given the product [CH3:24][N:21]1[C:22]2[C:18](=[CH:17][CH:16]=[C:15]([NH:11][CH2:10][CH2:9][C:6]3[CH:5]=[CH:4][C:3]([C:2]([F:12])([F:1])[F:13])=[CH:8][N:7]=3)[CH:23]=2)[CH:19]=[CH:20]1, predict the reactants needed to synthesize it. The reactants are: [F:1][C:2]([F:13])([F:12])[C:3]1[CH:4]=[CH:5][C:6]([CH2:9][CH2:10][NH2:11])=[N:7][CH:8]=1.Br[C:15]1[CH:23]=[C:22]2[C:18]([CH:19]=[CH:20][N:21]2[CH3:24])=[CH:17][CH:16]=1.C(=O)([O-])[O-].[Cs+].[Cs+].C(C1CCCCC1=O)(=O)C. (5) Given the product [OH:65][C:66]([CH3:70])([CH3:69])[CH2:67][NH:68][C:28]([CH:9]1[CH:8]([C:4]2[CH:5]=[CH:6][CH:7]=[C:2]([Cl:1])[C:3]=2[F:31])[C:12]([C:15]2[CH:20]=[CH:19][C:18]([Cl:21])=[CH:17][C:16]=2[F:22])([C:13]#[N:14])[CH:11]([CH2:23][C:24]([CH3:25])([CH3:27])[CH3:26])[NH:10]1)=[O:30], predict the reactants needed to synthesize it. The reactants are: [Cl:1][C:2]1[C:3]([F:31])=[C:4]([CH:8]2[C:12]([C:15]3[CH:20]=[CH:19][C:18]([Cl:21])=[CH:17][C:16]=3[F:22])([C:13]#[N:14])[CH:11]([CH2:23][C:24]([CH3:27])([CH3:26])[CH3:25])[NH:10][CH:9]2[C:28]([OH:30])=O)[CH:5]=[CH:6][CH:7]=1.CN(C(ON1N=NC2C=CC=NC1=2)=[N+](C)C)C.F[P-](F)(F)(F)(F)F.CCN(C(C)C)C(C)C.[OH:65][C:66]([CH3:70])([CH3:69])[CH2:67][NH2:68]. (6) Given the product [CH:1]([O:4][C:5]([N:7]1[CH2:12][CH2:11][CH:10]([CH2:13][O:14][C:15]2[CH:16]=[N:17][C:18]([C:41]3[CH:42]=[CH:43][C:38]([CH2:37][C@H:29]([NH:28][C:27]([O:26][C:22]([CH3:24])([CH3:23])[CH3:25])=[O:54])[C:30](=[O:36])[N:31]4[CH2:35][CH2:34][CH2:33][CH2:32]4)=[C:39]([F:53])[CH:40]=3)=[CH:19][CH:20]=2)[CH2:9][CH2:8]1)=[O:6])([CH3:3])[CH3:2], predict the reactants needed to synthesize it. The reactants are: [CH:1]([O:4][C:5]([N:7]1[CH2:12][CH2:11][CH:10]([CH2:13][O:14][C:15]2[CH:16]=[N:17][C:18](Br)=[CH:19][CH:20]=2)[CH2:9][CH2:8]1)=[O:6])([CH3:3])[CH3:2].[C:22]([O:26][C:27](=[O:54])[NH:28][C@@H:29]([CH2:37][C:38]1[CH:43]=[CH:42][C:41](B2OC(C)(C)C(C)(C)O2)=[CH:40][C:39]=1[F:53])[C:30](=[O:36])[N:31]1[CH2:35][CH2:34][CH2:33][CH2:32]1)([CH3:25])([CH3:24])[CH3:23].CCN(C(C)C)C(C)C.